This data is from Forward reaction prediction with 1.9M reactions from USPTO patents (1976-2016). The task is: Predict the product of the given reaction. (1) Given the reactants [CH2:1]([S:3]([N:6]1[CH2:11][CH2:10][C:9]([CH2:16][NH2:17])([CH2:12][CH:13]([CH3:15])[CH3:14])[CH2:8][CH2:7]1)(=[O:5])=[O:4])[CH3:2].N=C=N.[Cl:21][C:22]1[CH:30]=[C:29]([C:31]([F:34])([F:33])[F:32])[CH:28]=[CH:27][C:23]=1[C:24](O)=[O:25], predict the reaction product. The product is: [Cl:21][C:22]1[CH:30]=[C:29]([C:31]([F:32])([F:33])[F:34])[CH:28]=[CH:27][C:23]=1[C:24]([NH:17][CH2:16][C:9]1([CH2:12][CH:13]([CH3:14])[CH3:15])[CH2:8][CH2:7][N:6]([S:3]([CH2:1][CH3:2])(=[O:4])=[O:5])[CH2:11][CH2:10]1)=[O:25]. (2) Given the reactants [F:1][C:2]([F:30])([F:29])[C:3]1[CH:8]=[CH:7][CH:6]=[CH:5][C:4]=1[C:9]1[CH:10]=[C:11]2[C:16](=[CH:17][CH:18]=1)[N:15]=[CH:14][CH:13]=[C:12]2[S:19][C:20]1([C:24]([O:26]CC)=[O:25])[CH2:23][CH2:22][CH2:21]1.O.[OH-].[Li+].Cl.ClCCl, predict the reaction product. The product is: [F:29][C:2]([F:1])([F:30])[C:3]1[CH:8]=[CH:7][CH:6]=[CH:5][C:4]=1[C:9]1[CH:10]=[C:11]2[C:16](=[CH:17][CH:18]=1)[N:15]=[CH:14][CH:13]=[C:12]2[S:19][C:20]1([C:24]([OH:26])=[O:25])[CH2:21][CH2:22][CH2:23]1.